From a dataset of Reaction yield outcomes from USPTO patents with 853,638 reactions. Predict the reaction yield, written as a fraction of the theoretical maximum amount of product (1.0 means a 100% yield; for example, 0.34 means a 34% yield). (1) The reactants are [Cl:1][C:2]1[CH:3]=[N+:4]([O-:39])[CH:5]=[C:6]([Cl:38])[C:7]=1[CH2:8][C@@H:9]([C:23]1[CH:28]=[CH:27][C:26]([O:29][CH:30]([F:32])[F:31])=[C:25]([O:33][CH2:34][CH:35]2[CH2:37][CH2:36]2)[CH:24]=1)[O:10][C:11](OC1C=CC([N+]([O-])=O)=CC=1)=[O:12].[CH3:40][O:41][C:42]1[CH:43]=[C:44]([CH2:50][NH2:51])[CH:45]=[CH:46][C:47]=1[O:48][CH3:49].[H-].[Na+].I[CH3:55]. The catalyst is C1COCC1. The product is [Cl:1][C:2]1[CH:3]=[N+:4]([O-:39])[CH:5]=[C:6]([Cl:38])[C:7]=1[CH2:8][C@@H:9]([C:23]1[CH:28]=[CH:27][C:26]([O:29][CH:30]([F:31])[F:32])=[C:25]([O:33][CH2:34][CH:35]2[CH2:36][CH2:37]2)[CH:24]=1)[O:10][C:11](=[O:12])[N:51]([CH2:50][C:44]1[CH:45]=[CH:46][C:47]([O:48][CH3:49])=[C:42]([O:41][CH3:40])[CH:43]=1)[CH3:55]. The yield is 0.299. (2) The reactants are [CH2:1]([O:8][C:9]1[CH:14]=[CH:13][C:12]([NH2:15])=[CH:11][C:10]=1[C:16]1[N:17]([CH3:22])[N:18]=[CH:19][C:20]=1[Br:21])[C:2]1[CH:7]=[CH:6][CH:5]=[CH:4][CH:3]=1.[Cl:23][C:24]1[CH:29]=[CH:28][C:27]([N:30]=[C:31]=[O:32])=[CH:26][CH:25]=1. The catalyst is C(Cl)Cl. The product is [CH2:1]([O:8][C:9]1[CH:14]=[CH:13][C:12]([NH:15][C:31]([NH:30][C:27]2[CH:28]=[CH:29][C:24]([Cl:23])=[CH:25][CH:26]=2)=[O:32])=[CH:11][C:10]=1[C:16]1[N:17]([CH3:22])[N:18]=[CH:19][C:20]=1[Br:21])[C:2]1[CH:3]=[CH:4][CH:5]=[CH:6][CH:7]=1. The yield is 0.420. (3) The reactants are N#N.[CH2:3]([N:10]1[CH2:15][CH2:14][CH2:13][CH2:12][CH:11]1[CH2:16][C:17]1[CH:22]=[CH:21][C:20](Br)=[CH:19][CH:18]=1)[C:4]1[CH:9]=[CH:8][CH:7]=[CH:6][CH:5]=1.C([Li])CCC.[CH3:29][C:30]1[NH:31][C:32]([CH3:41])=[CH:33][C:34]=1[C:35]1[CH:40]=[CH:39][CH:38]=[CH:37][N:36]=1. The catalyst is CCCCCC.CCOCC. The product is [CH3:29][C:30]1[NH:31][C:32]([CH3:41])=[CH:33][C:34]=1[C:35]1[CH:40]=[CH:39][CH:38]=[C:37]([C:20]2[CH:21]=[CH:22][C:17]([CH2:16][CH:11]3[CH2:12][CH2:13][CH2:14][CH2:15][N:10]3[CH2:3][C:4]3[CH:9]=[CH:8][CH:7]=[CH:6][CH:5]=3)=[CH:18][CH:19]=2)[N:36]=1. The yield is 0.160.